This data is from Catalyst prediction with 721,799 reactions and 888 catalyst types from USPTO. The task is: Predict which catalyst facilitates the given reaction. (1) Reactant: [CH3:1][N:2]1[CH2:15][CH2:14][C:5]2[NH:6][C:7]3[CH:8]=[CH:9][C:10]([CH3:13])=[CH:11][C:12]=3[C:4]=2[CH2:3]1.Br[C:17]1[CH:18]=[CH:19][C:20]([C:23]([F:26])([F:25])[F:24])=[N:21][CH:22]=1.[O-]P([O-])([O-])=O.[K+].[K+].[K+].N1CCC[C@H]1C(O)=O. Product: [CH3:1][N:2]1[CH2:15][CH2:14][C:5]2[N:6]([C:17]3[CH:22]=[N:21][C:20]([C:23]([F:26])([F:25])[F:24])=[CH:19][CH:18]=3)[C:7]3[CH:8]=[CH:9][C:10]([CH3:13])=[CH:11][C:12]=3[C:4]=2[CH2:3]1. The catalyst class is: 580. (2) Reactant: [Br:1][C:2]1[CH:3]=[C:4]([N:13]2[C:22](=[O:23])[C:21]3[C:16](=[CH:17][CH:18]=[CH:19][CH:20]=3)[N:15]=[C:14]2[CH2:24][CH3:25])[CH:5]=[CH:6][C:7]=1[O:8][CH2:9][CH2:10][CH2:11]Cl.[NH:26]1[CH2:31][CH2:30][CH2:29][CH2:28][CH2:27]1. Product: [Br:1][C:2]1[CH:3]=[C:4]([N:13]2[C:22](=[O:23])[C:21]3[C:16](=[CH:17][CH:18]=[CH:19][CH:20]=3)[N:15]=[C:14]2[CH2:24][CH3:25])[CH:5]=[CH:6][C:7]=1[O:8][CH2:9][CH2:10][CH2:11][N:26]1[CH2:31][CH2:30][CH2:29][CH2:28][CH2:27]1. The catalyst class is: 27. (3) Reactant: C[O:2][C:3]([C:5]1[CH:30]=[CH:29][C:8]([O:9][CH2:10][C:11]2[N:12]=[C:13]([N:16]3[CH2:21][CH2:20][N:19]([C:22]([O:24][C:25]([CH3:28])([CH3:27])[CH3:26])=[O:23])[CH2:18][CH2:17]3)[S:14][CH:15]=2)=[CH:7][CH:6]=1)=[O:4].[OH-].[Na+]. Product: [C:25]([O:24][C:22]([N:19]1[CH2:18][CH2:17][N:16]([C:13]2[S:14][CH:15]=[C:11]([CH2:10][O:9][C:8]3[CH:7]=[CH:6][C:5]([C:3]([OH:4])=[O:2])=[CH:30][CH:29]=3)[N:12]=2)[CH2:21][CH2:20]1)=[O:23])([CH3:28])([CH3:26])[CH3:27]. The catalyst class is: 200. (4) Reactant: [C:1]([O:9][C:10]1[CH:15]=[CH:14][C:13]([C:16](=[O:18])[CH3:17])=[CH:12][CH:11]=1)(=[O:8])[C:2]1[CH:7]=[CH:6][CH:5]=[CH:4][CH:3]=1.[Br-:19].[Br-].[Br-].C([N+](CCCC)(CCCC)CCCC)CCC.C([N+](CCCC)(CCCC)CCCC)CCC.C([N+](CCCC)(CCCC)CCCC)CCC. Product: [C:1]([O:9][C:10]1[CH:11]=[CH:12][C:13]([C:16](=[O:18])[CH2:17][Br:19])=[CH:14][CH:15]=1)(=[O:8])[C:2]1[CH:3]=[CH:4][CH:5]=[CH:6][CH:7]=1. The catalyst class is: 5. (5) Reactant: [F:1][C:2]1[CH:7]=[CH:6][C:5]([CH2:8][C:9]([OH:11])=O)=[CH:4][C:3]=1[C:12]([F:15])([F:14])[F:13].C(Cl)(=O)C(Cl)=O.CN(C)C=O.[CH2:27]([S:29]([CH2:32][CH2:33][NH:34][C@@H:35]([C:37]1[N:46]([C:47]2[CH:52]=[CH:51][C:50]([O:53][CH2:54][C:55]([F:58])([F:57])[F:56])=[CH:49][CH:48]=2)[C:45](=[O:59])[C:44]2[C:39](=[CH:40][CH:41]=[CH:42][CH:43]=2)[N:38]=1)[CH3:36])(=[O:31])=[O:30])[CH3:28].C(N(CC)CC)C. Product: [CH2:27]([S:29]([CH2:32][CH2:33][N:34]([C@@H:35]([C:37]1[N:46]([C:47]2[CH:48]=[CH:49][C:50]([O:53][CH2:54][C:55]([F:58])([F:57])[F:56])=[CH:51][CH:52]=2)[C:45](=[O:59])[C:44]2[C:39](=[CH:40][CH:41]=[CH:42][CH:43]=2)[N:38]=1)[CH3:36])[C:9](=[O:11])[CH2:8][C:5]1[CH:6]=[CH:7][C:2]([F:1])=[C:3]([C:12]([F:15])([F:14])[F:13])[CH:4]=1)(=[O:30])=[O:31])[CH3:28]. The catalyst class is: 4. (6) Reactant: Cl[C:2]1[CH:7]=[CH:6][N+:5]([O-:8])=[C:4]([CH3:9])[C:3]=1[CH3:10].[OH-].[Na+].[CH2:13]([OH:22])[CH2:14][CH2:15][CH2:16][CH2:17][CH2:18][CH2:19][CH2:20][CH3:21].Cl. Product: [CH2:13]([O:22][C:2]1[CH:7]=[CH:6][N+:5]([O-:8])=[C:4]([CH3:9])[C:3]=1[CH3:10])[CH2:14][CH2:15][CH2:16][CH2:17][CH2:18][CH2:19][CH2:20][CH3:21]. The catalyst class is: 226. (7) Product: [C:15]1([C:18]2[CH:19]=[CH:20][CH:21]=[CH:22][CH:23]=2)[CH:16]=[CH:17][C:12]([NH:11][C:9](=[O:10])[CH2:8][C:7]([OH:24])=[O:6])=[CH:13][CH:14]=1. Reactant: O[Li].O.C([O:6][C:7](=[O:24])[CH2:8][C:9]([NH:11][C:12]1[CH:17]=[CH:16][C:15]([C:18]2[CH:23]=[CH:22][CH:21]=[CH:20][CH:19]=2)=[CH:14][CH:13]=1)=[O:10])C. The catalyst class is: 200. (8) Reactant: [OH:1][C:2]1[CH:3]=[C:4]([C:14]2[N:15](C(OC(C)(C)C)=O)[C:16]([C:19]3[S:20][CH:21]=[CH:22][N:23]=3)=[CH:17][CH:18]=2)[CH:5]=[C:6]([O:8][C@@H:9]([CH3:13])[CH2:10][O:11][CH3:12])[CH:7]=1.[F:31][C:32]1[CH:33]=[C:34]([CH:39]=[CH:40][C:41]=1F)[C:35]([O:37][CH3:38])=[O:36].[H-].[Na+].O. Product: [F:31][C:32]1[CH:33]=[C:34]([CH:39]=[CH:40][C:41]=1[O:1][C:2]1[CH:3]=[C:4]([C:14]2[NH:15][C:16]([C:19]3[S:20][CH:21]=[CH:22][N:23]=3)=[CH:17][CH:18]=2)[CH:5]=[C:6]([O:8][C@@H:9]([CH3:13])[CH2:10][O:11][CH3:12])[CH:7]=1)[C:35]([O:37][CH3:38])=[O:36]. The catalyst class is: 16. (9) Reactant: [CH3:1][O:2][C:3]1[CH:8]=[CH:7][C:6](B(O)O)=[CH:5][CH:4]=1.C(=O)([O-])[O-].[K+].[K+].Br[C:19]1[S:23][C:22]([C:24]([O:26][CH3:27])=[O:25])=[C:21]([CH3:28])[C:20]=1[CH3:29].C(O)C. Product: [CH3:1][O:2][C:3]1[CH:8]=[CH:7][C:6]([C:19]2[S:23][C:22]([C:24]([O:26][CH3:27])=[O:25])=[C:21]([CH3:28])[C:20]=2[CH3:29])=[CH:5][CH:4]=1. The catalyst class is: 11.